Dataset: Forward reaction prediction with 1.9M reactions from USPTO patents (1976-2016). Task: Predict the product of the given reaction. Given the reactants [C:1]([C:3](=[CH:9][NH:10][C:11]1[CH:16]=[CH:15][C:14]([O:17][CH3:18])=[C:13]([O:19][CH3:20])[CH:12]=1)[C:4]([O:6]CC)=O)#[N:2], predict the reaction product. The product is: [CH3:18][O:17][C:14]1[CH:15]=[C:16]2[C:11](=[CH:12][C:13]=1[O:19][CH3:20])[NH:10][CH:9]=[C:3]([C:1]#[N:2])[C:4]2=[O:6].